From a dataset of Forward reaction prediction with 1.9M reactions from USPTO patents (1976-2016). Predict the product of the given reaction. Given the reactants C(=O)([O-])[O-].[Na+].[Na+].[F:7][C:8]1[CH:19]=[CH:18][C:11]([CH2:12][C@@H:13]([C:15]([OH:17])=[O:16])[NH2:14])=[CH:10][CH:9]=1.C(OC(N[C:26](=[O:36])[C:27]1[C:28](=[CH:32][CH:33]=[CH:34][CH:35]=1)[C:29](N)=[O:30])=O)C, predict the reaction product. The product is: [F:7][C:8]1[CH:9]=[CH:10][C:11]([CH2:12][CH:13]([N:14]2[C:29](=[O:30])[C:28]3=[CH:32][CH:33]=[CH:34][CH:35]=[C:27]3[C:26]2=[O:36])[C:15]([OH:17])=[O:16])=[CH:18][CH:19]=1.